From a dataset of Forward reaction prediction with 1.9M reactions from USPTO patents (1976-2016). Predict the product of the given reaction. (1) The product is: [C:11]([C:4]1[N:5]([CH3:10])[C:6](=[O:9])[C:7]([CH3:8])=[C:2]([Cl:1])[C:3]=1[C:16]#[N:17])(=[O:13])[CH3:12]. Given the reactants [Cl:1][C:2]1[C:3]([C:16]#[N:17])=[C:4]([C:11]([O:13]CC)=[CH2:12])[N:5]([CH3:10])[C:6](=[O:9])[C:7]=1[CH3:8].Cl, predict the reaction product. (2) Given the reactants [CH:1]([C:4]1[CH:5]=[C:6]([OH:10])[CH:7]=[CH:8][CH:9]=1)([CH3:3])[CH3:2].[I:11]I, predict the reaction product. The product is: [I:11][C:7]1[CH:8]=[CH:9][C:4]([CH:1]([CH3:3])[CH3:2])=[CH:5][C:6]=1[OH:10]. (3) Given the reactants [Br:1][C:2]1[CH:10]=[C:9]2[C:5]([CH2:6][C:7](=[O:11])[NH:8]2)=[CH:4][CH:3]=1.[O:12]=[C:13]1[C:18]2=[CH:19][NH:20][C:21]([CH:22]=O)=[C:17]2[CH2:16][CH2:15][O:14]1, predict the reaction product. The product is: [Br:1][C:2]1[CH:10]=[C:9]2[C:5]([C:6](=[CH:22][C:21]3[NH:20][CH:19]=[C:18]4[C:13](=[O:12])[O:14][CH2:15][CH2:16][C:17]=34)[C:7](=[O:11])[NH:8]2)=[CH:4][CH:3]=1. (4) Given the reactants Cl[CH2:2][C:3]([NH:5][C@@H:6]1[CH2:11][O:10][C:9]2=[N:12][C:13]([N+:15]([O-:17])=[O:16])=[CH:14][N:8]2[CH2:7]1)=[O:4].[F:18][CH:19]([F:34])[O:20][C:21]1[CH:33]=[CH:32][C:24]([O:25][CH:26]2[CH2:31][CH2:30][NH:29][CH2:28][CH2:27]2)=[CH:23][CH:22]=1, predict the reaction product. The product is: [F:34][CH:19]([F:18])[O:20][C:21]1[CH:33]=[CH:32][C:24]([O:25][CH:26]2[CH2:27][CH2:28][N:29]([CH2:2][C:3]([NH:5][C@@H:6]3[CH2:11][O:10][C:9]4=[N:12][C:13]([N+:15]([O-:17])=[O:16])=[CH:14][N:8]4[CH2:7]3)=[O:4])[CH2:30][CH2:31]2)=[CH:23][CH:22]=1.